From a dataset of Reaction yield outcomes from USPTO patents with 853,638 reactions. Predict the reaction yield, written as a fraction of the theoretical maximum amount of product (1.0 means a 100% yield; for example, 0.34 means a 34% yield). The reactants are N([O-])=O.[Na+].[CH3:5][N:6]1[CH2:15][CH2:14][C:13]2[C:8](=[C:9](N)[CH:10]=[CH:11][CH:12]=2)[CH2:7]1.[OH-].[Na+].[BrH:19]. The catalyst is O.[Cu]Br.[Cu]. The product is [Br:19][C:9]1[CH:10]=[CH:11][CH:12]=[C:13]2[C:8]=1[CH2:7][N:6]([CH3:5])[CH2:15][CH2:14]2. The yield is 0.650.